Dataset: Forward reaction prediction with 1.9M reactions from USPTO patents (1976-2016). Task: Predict the product of the given reaction. (1) Given the reactants [CH3:1][O:2][C:3]1[CH:28]=[CH:27][C:6]([CH2:7][O:8][C:9]2[C:14]([O:15][CH2:16][C:17]3[CH:22]=[CH:21][C:20]([O:23][CH3:24])=[CH:19][CH:18]=3)=[CH:13][N:12]=[C:11]([CH2:25]O)[CH:10]=2)=[CH:5][CH:4]=1.[C:29]1(=[O:39])[NH:33][C:32](=[O:34])[C:31]2=[CH:35][CH:36]=[CH:37][CH:38]=[C:30]12.C1(P(C2C=CC=CC=2)C2C=CC=CC=2)C=CC=CC=1.N(C(OC(C)C)=O)=NC(OC(C)C)=O, predict the reaction product. The product is: [CH3:1][O:2][C:3]1[CH:28]=[CH:27][C:6]([CH2:7][O:8][C:9]2[C:14]([O:15][CH2:16][C:17]3[CH:22]=[CH:21][C:20]([O:23][CH3:24])=[CH:19][CH:18]=3)=[CH:13][N:12]=[C:11]([CH2:25][N:33]3[C:29](=[O:39])[C:30]4[C:31](=[CH:35][CH:36]=[CH:37][CH:38]=4)[C:32]3=[O:34])[CH:10]=2)=[CH:5][CH:4]=1. (2) Given the reactants [NH2:1][C:2]1[C:3]([C:7]2[N:8]([C:16]3[CH:21]=[CH:20][C:19]([O:22][CH:23]4[CH2:28][CH2:27][N:26]([CH2:29][C:30]([O:32]C)=[O:31])[CH2:25][CH2:24]4)=[CH:18][CH:17]=3)[C:9]3[CH:14]=[CH:13][N:12]=[CH:11][C:10]=3[N:15]=2)=[N:4][O:5][N:6]=1.C[Si](C)(C)[O-].[K+], predict the reaction product. The product is: [NH2:1][C:2]1[C:3]([C:7]2[N:8]([C:16]3[CH:17]=[CH:18][C:19]([O:22][CH:23]4[CH2:28][CH2:27][N:26]([CH2:29][C:30]([OH:32])=[O:31])[CH2:25][CH2:24]4)=[CH:20][CH:21]=3)[C:9]3[CH:14]=[CH:13][N:12]=[CH:11][C:10]=3[N:15]=2)=[N:4][O:5][N:6]=1. (3) Given the reactants [F:1][C:2]([F:8])([F:7])[C:3]([OH:6])([CH3:5])[CH3:4].Cl[C:10](Cl)([O:12]C(=O)OC(Cl)(Cl)Cl)Cl.Cl.FC(F)(F)C(O)=O.[CH3:29][S:30]([C:33]1[CH:54]=[CH:53][C:36]([O:37][C:38]2[N:43]=[CH:42][N:41]=[C:40]3[N:44]([CH:47]4[CH2:52][CH2:51][NH:50][CH2:49][CH2:48]4)[N:45]=[CH:46][C:39]=23)=[CH:35][CH:34]=1)(=[O:32])=[O:31].C(N(CC)CC)C.[Cl-].[NH4+], predict the reaction product. The product is: [F:1][C:2]([F:8])([F:7])[C:3]([O:6][C:10]([N:50]1[CH2:49][CH2:48][CH:47]([N:44]2[C:40]3=[N:41][CH:42]=[N:43][C:38]([O:37][C:36]4[CH:35]=[CH:34][C:33]([S:30]([CH3:29])(=[O:32])=[O:31])=[CH:54][CH:53]=4)=[C:39]3[CH:46]=[N:45]2)[CH2:52][CH2:51]1)=[O:12])([CH3:5])[CH3:4]. (4) Given the reactants [CH3:1][O:2][C:3](=[O:28])[CH:4]([C:10]1[CH:11]=[C:12]([C:19]2[CH:24]=[CH:23][CH:22]=[C:21]([N+:25]([O-:27])=[O:26])[CH:20]=2)[C:13]([OH:18])=[C:14]([CH:16]=[O:17])[CH:15]=1)[CH2:5][C:6]([O:8][CH3:9])=[O:7].ClCCl.C(N(C(C)C)CC)(C)C.[CH3:41][O:42][CH2:43][CH2:44][O:45][CH2:46]Cl, predict the reaction product. The product is: [CH3:1][O:2][C:3](=[O:28])[CH:4]([C:10]1[CH:11]=[C:12]([C:19]2[CH:24]=[CH:23][CH:22]=[C:21]([N+:25]([O-:27])=[O:26])[CH:20]=2)[C:13]([O:18][CH2:41][O:42][CH2:43][CH2:44][O:45][CH3:46])=[C:14]([CH:16]=[O:17])[CH:15]=1)[CH2:5][C:6]([O:8][CH3:9])=[O:7]. (5) Given the reactants [F:1][C:2]([F:24])([F:23])[O:3][C:4]1[CH:5]=[C:6]([C:10]2[C:14]3[CH:15]=[C:16]([C:19]([NH:21][NH2:22])=[O:20])[CH:17]=[CH:18][C:13]=3[O:12][CH:11]=2)[CH:7]=[CH:8][CH:9]=1.C(N(CC)CC)C.[C:32](=S)=[S:33].[Cl-].[NH4+], predict the reaction product. The product is: [F:24][C:2]([F:23])([F:1])[O:3][C:4]1[CH:5]=[C:6]([C:10]2[C:14]3[CH:15]=[C:16]([C:19]4[O:20][C:32]([SH:33])=[N:22][N:21]=4)[CH:17]=[CH:18][C:13]=3[O:12][CH:11]=2)[CH:7]=[CH:8][CH:9]=1. (6) Given the reactants [CH2:1]([N:5]1[CH:9]=[C:8]([C:10]2[CH:15]=[CH:14][C:13]([Cl:16])=[CH:12][C:11]=2[Cl:17])[N:7]=[C:6]1[C@@H:18]([NH:27][C:28]([C@H:30]1[CH2:35][CH2:34][C@H:33]([CH2:36][CH3:37])[CH2:32][CH2:31]1)=[O:29])[CH2:19][C:20]1[CH:25]=[CH:24][C:23]([OH:26])=[CH:22][CH:21]=1)[CH2:2][CH2:3][CH3:4].I[C:39]1[CH:48]=[CH:47][C:42]([C:43]([O:45]C)=[O:44])=[CH:41][CH:40]=1, predict the reaction product. The product is: [CH2:1]([N:5]1[CH:9]=[C:8]([C:10]2[CH:15]=[CH:14][C:13]([Cl:16])=[CH:12][C:11]=2[Cl:17])[N:7]=[C:6]1[C@@H:18]([NH:27][C:28]([C@H:30]1[CH2:35][CH2:34][C@H:33]([CH2:36][CH3:37])[CH2:32][CH2:31]1)=[O:29])[CH2:19][C:20]1[CH:21]=[CH:22][C:23]([O:26][C:39]2[CH:48]=[CH:47][C:42]([C:43]([OH:45])=[O:44])=[CH:41][CH:40]=2)=[CH:24][CH:25]=1)[CH2:2][CH2:3][CH3:4]. (7) Given the reactants [Br:1][C:2]1[CH:3]=[CH:4][C:5]2[O:12][C:9]3([CH2:11][CH2:10]3)[C:8](=O)[NH:7][C:6]=2[CH:14]=1.CO, predict the reaction product. The product is: [Br:1][C:2]1[CH:3]=[CH:4][C:5]2[O:12][C:9]3([CH2:10][CH2:11]3)[CH2:8][NH:7][C:6]=2[CH:14]=1. (8) Given the reactants CC(C)[C@H](N1CC2C(=CC(C3C=CC(NS(C4C=CC=CC=4)(=O)=O)=CC=3)=CC=2)C1=O)C(O)=O.[Cl:34][C:35]1[CH:36]=[C:37]([S:41]([NH:44][C:45]2[CH:50]=[CH:49][C:48]([C:51]3[CH:59]=[C:58]4[C:54]([CH2:55][N:56]([C@@H:61]([CH:66]([CH3:68])[CH3:67])[C:62]([O:64]C)=[O:63])[C:57]4=[O:60])=[CH:53][CH:52]=3)=[CH:47][CH:46]=2)(=[O:43])=[O:42])[CH:38]=[CH:39][CH:40]=1, predict the reaction product. The product is: [Cl:34][C:35]1[CH:36]=[C:37]([S:41]([NH:44][C:45]2[CH:46]=[CH:47][C:48]([C:51]3[CH:59]=[C:58]4[C:54]([CH2:55][N:56]([C@@H:61]([CH:66]([CH3:68])[CH3:67])[C:62]([OH:64])=[O:63])[C:57]4=[O:60])=[CH:53][CH:52]=3)=[CH:49][CH:50]=2)(=[O:43])=[O:42])[CH:38]=[CH:39][CH:40]=1.